From a dataset of NCI-60 drug combinations with 297,098 pairs across 59 cell lines. Regression. Given two drug SMILES strings and cell line genomic features, predict the synergy score measuring deviation from expected non-interaction effect. (1) Drug 1: CN(CCCl)CCCl.Cl. Drug 2: CCC1(C2=C(COC1=O)C(=O)N3CC4=CC5=C(C=CC(=C5CN(C)C)O)N=C4C3=C2)O.Cl. Cell line: HCC-2998. Synergy scores: CSS=40.4, Synergy_ZIP=-5.02, Synergy_Bliss=-3.48, Synergy_Loewe=3.87, Synergy_HSA=6.15. (2) Drug 1: C1=CC=C(C=C1)NC(=O)CCCCCCC(=O)NO. Drug 2: N.N.Cl[Pt+2]Cl. Cell line: MDA-MB-231. Synergy scores: CSS=45.1, Synergy_ZIP=-1.68, Synergy_Bliss=6.12, Synergy_Loewe=6.82, Synergy_HSA=9.52. (3) Drug 1: C1=NC2=C(N1)C(=S)N=C(N2)N. Drug 2: CC(C)CN1C=NC2=C1C3=CC=CC=C3N=C2N. Cell line: COLO 205. Synergy scores: CSS=16.1, Synergy_ZIP=-1.31, Synergy_Bliss=-1.79, Synergy_Loewe=-9.31, Synergy_HSA=-3.06. (4) Drug 1: CC=C1C(=O)NC(C(=O)OC2CC(=O)NC(C(=O)NC(CSSCCC=C2)C(=O)N1)C(C)C)C(C)C. Drug 2: C1=NC2=C(N1)C(=S)N=CN2. Cell line: NCI-H460. Synergy scores: CSS=18.1, Synergy_ZIP=-4.40, Synergy_Bliss=3.27, Synergy_Loewe=3.29, Synergy_HSA=3.17. (5) Drug 1: C1=C(C(=O)NC(=O)N1)N(CCCl)CCCl. Drug 2: C(CC(=O)O)C(=O)CN.Cl. Cell line: SF-539. Synergy scores: CSS=43.9, Synergy_ZIP=-3.90, Synergy_Bliss=-3.21, Synergy_Loewe=-10.8, Synergy_HSA=-1.57. (6) Drug 1: C1=CC(=C2C(=C1NCCNCCO)C(=O)C3=C(C=CC(=C3C2=O)O)O)NCCNCCO. Drug 2: CNC(=O)C1=NC=CC(=C1)OC2=CC=C(C=C2)NC(=O)NC3=CC(=C(C=C3)Cl)C(F)(F)F. Cell line: 786-0. Synergy scores: CSS=63.6, Synergy_ZIP=-2.65, Synergy_Bliss=0.0999, Synergy_Loewe=-8.36, Synergy_HSA=3.10. (7) Drug 1: C1=C(C(=O)NC(=O)N1)N(CCCl)CCCl. Drug 2: CC1=C(C(CCC1)(C)C)C=CC(=CC=CC(=CC(=O)O)C)C. Cell line: NCI-H522. Synergy scores: CSS=25.1, Synergy_ZIP=-3.42, Synergy_Bliss=-4.67, Synergy_Loewe=-2.01, Synergy_HSA=-1.50. (8) Drug 1: C1CC(=O)NC(=O)C1N2CC3=C(C2=O)C=CC=C3N. Drug 2: C1CN1P(=S)(N2CC2)N3CC3. Cell line: COLO 205. Synergy scores: CSS=26.6, Synergy_ZIP=-7.23, Synergy_Bliss=-5.23, Synergy_Loewe=-30.0, Synergy_HSA=-4.19.